Dataset: HIV replication inhibition screening data with 41,000+ compounds from the AIDS Antiviral Screen. Task: Binary Classification. Given a drug SMILES string, predict its activity (active/inactive) in a high-throughput screening assay against a specified biological target. (1) The compound is O=C(CC1(CC(=O)NCc2ccccc2)OCCO1)NCc1ccccc1. The result is 0 (inactive). (2) The molecule is CCc1cccc(C(C)CC)c1NC(=O)CC1C(=O)Nc2ccccc2S1(=O)=O. The result is 0 (inactive).